From a dataset of Catalyst prediction with 721,799 reactions and 888 catalyst types from USPTO. Predict which catalyst facilitates the given reaction. (1) Reactant: CC1(C)[O:27][C@@H:5]2[C@H:6]3[CH2:14][C:13]4[NH:12][N:11]=[CH:10][C:9]=4[CH2:8][C@:7]3([CH3:26])[C@@H:15]3[C@@H:20]([C@H:4]2[O:3]1)[C@@H:19]1[CH2:21][CH2:22][C:23](=[CH2:24])[C@@:18]1([CH3:25])[CH2:17][CH2:16]3.CC(O)=O. Product: [CH3:26][C@@:7]12[C@@H:15]3[C@H:20]([C@@H:19]4[CH2:21][CH2:22][C:23](=[CH2:24])[C@@:18]4([CH3:25])[CH2:17][CH2:16]3)[C@@H:4]([OH:3])[C@H:5]([OH:27])[C@H:6]1[CH2:14][C:13]1[NH:12][N:11]=[CH:10][C:9]=1[CH2:8]2. The catalyst class is: 6. (2) Reactant: Br[C:2]1[C:3]([O:8][C:9]2[CH:14]=[CH:13][C:12]([N:15]([C:23]3[CH:28]=[CH:27][CH:26]=[CH:25][N:24]=3)C(=O)OC(C)(C)C)=[CH:11][CH:10]=2)=[N:4][CH:5]=[CH:6][CH:7]=1.C1(P(C2CCCCC2)C2C=CC=CC=2C2C(OC)=CC=CC=2OC)CCCCC1.CC(C)([O-])C.[Na+].[NH:64]1[CH2:69][CH2:68][O:67][CH2:66][CH2:65]1. Product: [O:67]1[CH2:68][CH2:69][N:64]([C:2]2[C:3]([O:8][C:9]3[CH:10]=[CH:11][C:12]([NH:15][C:23]4[CH:28]=[CH:27][CH:26]=[CH:25][N:24]=4)=[CH:13][CH:14]=3)=[N:4][CH:5]=[CH:6][CH:7]=2)[CH2:65][CH2:66]1. The catalyst class is: 164. (3) Reactant: [S:1]1[C:5]([C:6]([O:8]C)=O)=[CH:4][N:3]=[CH:2]1.[C:10](#[N:12])[CH3:11].[H-].[Na+:14].C(OC)(C)(C)C. Product: [C:10]([CH:11]=[C:6]([C:5]1[S:1][CH:2]=[N:3][CH:4]=1)[O-:8])#[N:12].[Na+:14]. The catalyst class is: 1. (4) Product: [CH2:35]([O:37][C:38]([CH:40]1[CH:41]([C:6](=[O:22])[NH:7][CH:8]([C:13](=[O:21])[NH:14][CH2:15][CH2:16][CH:17]([CH3:20])[CH2:18][OH:19])[CH2:9][CH:10]([CH3:11])[CH3:12])[O:42]1)=[O:39])[CH3:36]. The catalyst class is: 100. Reactant: C(O[C:6](=[O:22])[NH:7][CH:8]([C:13](=[O:21])[NH:14][CH2:15][CH2:16][CH:17]([CH3:20])[CH2:18][OH:19])[CH2:9][CH:10]([CH3:12])[CH3:11])(C)(C)C.O.C1(C)C=CC(S(O)(=O)=O)=CC=1.[CH2:35]([O:37][C:38]([C@H:40]1[O:42][C@@H:41]1C(O)=O)=[O:39])[CH3:36].F[P-](F)(F)(F)(F)F.N1(OC(N(C)C)=[N+](C)C)C2N=CC=CC=2N=N1.C(N(C(C)C)CC)(C)C.